Dataset: NCI-60 drug combinations with 297,098 pairs across 59 cell lines. Task: Regression. Given two drug SMILES strings and cell line genomic features, predict the synergy score measuring deviation from expected non-interaction effect. (1) Drug 1: COC1=C(C=C2C(=C1)N=CN=C2NC3=CC(=C(C=C3)F)Cl)OCCCN4CCOCC4. Drug 2: C1=CC=C(C(=C1)C(C2=CC=C(C=C2)Cl)C(Cl)Cl)Cl. Cell line: LOX IMVI. Synergy scores: CSS=9.85, Synergy_ZIP=-3.58, Synergy_Bliss=-0.0780, Synergy_Loewe=-3.01, Synergy_HSA=0.908. (2) Drug 1: C1=CC=C(C=C1)NC(=O)CCCCCCC(=O)NO. Drug 2: C1=NNC2=C1C(=O)NC=N2. Cell line: T-47D. Synergy scores: CSS=23.5, Synergy_ZIP=-8.58, Synergy_Bliss=-3.00, Synergy_Loewe=-1.33, Synergy_HSA=0.848. (3) Drug 1: CS(=O)(=O)C1=CC(=C(C=C1)C(=O)NC2=CC(=C(C=C2)Cl)C3=CC=CC=N3)Cl. Drug 2: CN(C(=O)NC(C=O)C(C(C(CO)O)O)O)N=O. Cell line: HCT-15. Synergy scores: CSS=1.00, Synergy_ZIP=-2.70, Synergy_Bliss=-6.98, Synergy_Loewe=-11.7, Synergy_HSA=-7.54. (4) Drug 1: CC12CCC3C(C1CCC2=O)CC(=C)C4=CC(=O)C=CC34C. Drug 2: CS(=O)(=O)OCCCCOS(=O)(=O)C. Cell line: BT-549. Synergy scores: CSS=50.7, Synergy_ZIP=3.29, Synergy_Bliss=4.42, Synergy_Loewe=-12.1, Synergy_HSA=4.27. (5) Drug 1: CC12CCC3C(C1CCC2=O)CC(=C)C4=CC(=O)C=CC34C. Drug 2: C(CCl)NC(=O)N(CCCl)N=O. Cell line: NCI-H322M. Synergy scores: CSS=17.9, Synergy_ZIP=8.22, Synergy_Bliss=9.52, Synergy_Loewe=-2.51, Synergy_HSA=4.53. (6) Drug 1: CC1=C2C(C(=O)C3(C(CC4C(C3C(C(C2(C)C)(CC1OC(=O)C(C(C5=CC=CC=C5)NC(=O)OC(C)(C)C)O)O)OC(=O)C6=CC=CC=C6)(CO4)OC(=O)C)OC)C)OC. Drug 2: CS(=O)(=O)C1=CC(=C(C=C1)C(=O)NC2=CC(=C(C=C2)Cl)C3=CC=CC=N3)Cl. Cell line: HCT116. Synergy scores: CSS=66.8, Synergy_ZIP=7.41, Synergy_Bliss=8.21, Synergy_Loewe=-27.7, Synergy_HSA=8.43. (7) Drug 1: C1CNP(=O)(OC1)N(CCCl)CCCl. Drug 2: CC1C(C(CC(O1)OC2CC(CC3=C2C(=C4C(=C3O)C(=O)C5=CC=CC=C5C4=O)O)(C(=O)C)O)N)O. Cell line: U251. Synergy scores: CSS=35.6, Synergy_ZIP=0.774, Synergy_Bliss=-0.258, Synergy_Loewe=-49.6, Synergy_HSA=-1.60.